This data is from Forward reaction prediction with 1.9M reactions from USPTO patents (1976-2016). The task is: Predict the product of the given reaction. (1) Given the reactants CN(C)S([N:6]1[C:14]([C:15]2[CH:16]=[N:17][CH:18]=[N:19][CH:20]=2)=[C:13]2[C:8]([C@@:9]3([C:30]4[CH:35]=[CH:34][CH:33]=[CH:32][CH:31]=4)[CH2:28][CH2:27][C:22]4(OCC[O:23]4)[C@@H:21]([CH3:29])[C@@H:10]3[CH2:11][CH2:12]2)=[N:7]1)(=O)=O.FC(F)(F)C(O)=O, predict the reaction product. The product is: [CH3:29][C@H:21]1[C@@H:10]2[CH2:11][CH2:12][C:13]3[C:8]([C@@:9]2([C:30]2[CH:31]=[CH:32][CH:33]=[CH:34][CH:35]=2)[CH2:28][CH2:27][C:22]1=[O:23])=[N:7][NH:6][C:14]=3[C:15]1[CH:16]=[N:17][CH:18]=[N:19][CH:20]=1. (2) Given the reactants [CH3:1][O:2][C:3]([C:5]12[NH:12][C:11](=[O:13])[CH:10]3[CH2:14][CH:7]([CH2:8][CH:9]13)[CH2:6]2)=[O:4].[Li+].C[Si]([N-][Si](C)(C)C)(C)C.[CH2:25](Br)[C:26]1[CH:31]=[CH:30][CH:29]=[CH:28][CH:27]=1, predict the reaction product. The product is: [CH3:1][O:2][C:3]([C:5]12[N:12]([CH2:25][C:26]3[CH:31]=[CH:30][CH:29]=[CH:28][CH:27]=3)[C:11](=[O:13])[CH:10]3[CH2:14][CH:7]([CH2:8][CH:9]13)[CH2:6]2)=[O:4]. (3) Given the reactants [F:1][C:2]([F:12])([F:11])[C:3](=[O:10])[CH2:4][C:5]([O:7]CC)=O.[F:13][CH:14]([F:34])[O:15][C:16]1[CH:21]=[CH:20][C:19]([N:22]2[CH2:27][CH2:26][CH:25]([C:28]3[CH:32]=[C:31]([NH2:33])[NH:30][N:29]=3)[CH2:24][CH2:23]2)=[CH:18][CH:17]=1, predict the reaction product. The product is: [F:34][CH:14]([F:13])[O:15][C:16]1[CH:21]=[CH:20][C:19]([N:22]2[CH2:27][CH2:26][CH:25]([C:28]3[C:32]4[C:3]([OH:10])([C:2]([F:1])([F:11])[F:12])[CH2:4][C:5](=[O:7])[NH:33][C:31]=4[NH:30][N:29]=3)[CH2:24][CH2:23]2)=[CH:18][CH:17]=1. (4) Given the reactants [C:1]([O:5][CH2:6][CH:7]([O:9][C:10](=[O:17])[CH2:11][CH2:12][CH2:13][CH2:14][CH2:15]Br)[CH3:8])(=[O:4])[CH:2]=[CH2:3].[OH:18][C:19]1[CH:44]=[CH:43][C:22]([C:23]([O:25][C:26]2[CH:31]=[CH:30][C:29]([O:32][C:33](=[O:41])[C:34]3[CH:39]=[CH:38][C:37]([OH:40])=[CH:36][CH:35]=3)=[CH:28][C:27]=2[CH3:42])=[O:24])=[CH:21][CH:20]=1.[C:45]([O-:48])([O-:47])=O.[K+].[K+].Cl, predict the reaction product. The product is: [C:1]([O:5][CH2:6][CH:7]([CH3:8])[O:9][C:10](=[O:17])[CH2:11][CH2:12][CH2:13][CH2:14][CH2:15][O:18][C:19]1[CH:20]=[CH:21][C:22]([C:23]([O:25][C:26]2[CH:31]=[CH:30][C:29]([O:32][C:33](=[O:41])[C:34]3[CH:39]=[CH:38][C:37]([O:40][CH2:14][CH2:13][CH2:12][CH2:11][CH2:10][C:45]([O:48][CH:7]([CH3:8])[CH2:6][O:5][C:1](=[O:4])[CH:2]=[CH2:3])=[O:47])=[CH:36][CH:35]=3)=[CH:28][C:27]=2[CH3:42])=[O:24])=[CH:43][CH:44]=1)(=[O:4])[CH:2]=[CH2:3].